Dataset: Forward reaction prediction with 1.9M reactions from USPTO patents (1976-2016). Task: Predict the product of the given reaction. (1) The product is: [Cl:9][C:4]1[CH:5]=[C:6]([O:13][CH:12]([C:14]2[CH:23]=[CH:22][C:21]3[C:16](=[CH:17][CH:18]=[C:19]([O:24][CH3:25])[CH:20]=3)[CH:15]=2)[C:11]([F:26])([F:27])[F:10])[N:7]=[C:2]([NH2:1])[N:3]=1. Given the reactants [NH2:1][C:2]1[N:7]=[C:6](Cl)[CH:5]=[C:4]([Cl:9])[N:3]=1.[F:10][C:11]([F:27])([F:26])[CH:12]([C:14]1[CH:23]=[CH:22][C:21]2[C:16](=[CH:17][CH:18]=[C:19]([O:24][CH3:25])[CH:20]=2)[CH:15]=1)[OH:13].[H-].[Na+], predict the reaction product. (2) Given the reactants [CH2:1]([NH:3][C:4](=[O:30])[NH:5][C:6]1[S:7][C:8]2[C:14]([C:15]3[CH:20]=[C:19]([CH3:21])[CH:18]=[CH:17][N:16]=3)=[CH:13][C:12](OS(C(F)(F)F)(=O)=O)=[CH:11][C:9]=2[N:10]=1)[CH3:2].[N:31]1[CH:36]=[CH:35][CH:34]=[C:33](B(O)O)[CH:32]=1.[O-]P([O-])([O-])=O.[K+].[K+].[K+].O1CCOCC1, predict the reaction product. The product is: [CH2:1]([NH:3][C:4]([NH:5][C:6]1[S:7][C:8]2[C:14]([C:15]3[CH:20]=[C:19]([CH3:21])[CH:18]=[CH:17][N:16]=3)=[CH:13][C:12]([C:33]3[CH:32]=[N:31][CH:36]=[CH:35][CH:34]=3)=[CH:11][C:9]=2[N:10]=1)=[O:30])[CH3:2]. (3) Given the reactants [N:1]1([CH2:14][CH2:15][CH2:16][CH:17]=[O:18])[C:13]2[C:12]3[CH:11]=[CH:10][CH:9]=[CH:8][C:7]=3[N:6]=[CH:5][C:4]=2[N:3]=[CH:2]1.[C:19]1([Mg]Br)[CH:24]=[CH:23][CH:22]=[CH:21][CH:20]=1, predict the reaction product. The product is: [N:1]1([CH2:14][CH2:15][CH2:16][CH:17]([C:19]2[CH:24]=[CH:23][CH:22]=[CH:21][CH:20]=2)[OH:18])[C:13]2[C:12]3[CH:11]=[CH:10][CH:9]=[CH:8][C:7]=3[N:6]=[CH:5][C:4]=2[N:3]=[CH:2]1. (4) Given the reactants [NH2:1][CH2:2][CH2:3][NH:4][C:5](=O)[C@@H:6]([NH:9][C:10](=[O:16])[O:11][C:12]([CH3:15])([CH3:14])[CH3:13])[CH2:7][OH:8].B#B, predict the reaction product. The product is: [NH2:1][CH2:2][CH2:3][NH:4][CH2:5][C@@H:6]([NH:9][C:10](=[O:16])[O:11][C:12]([CH3:14])([CH3:13])[CH3:15])[CH2:7][OH:8]. (5) Given the reactants Br[CH2:2][C:3]([C:5]1[CH:10]=[CH:9][CH:8]=[CH:7][C:6]=1[F:11])=O.[N:12]1[CH:17]=[CH:16][CH:15]=[CH:14][CH:13]=1.Cl.[NH2:19]O.[CH2:21]([OH:23])C, predict the reaction product. The product is: [CH2:17]([N:12]1[CH2:13][CH:14]2[C:3]([C:5]3[CH:10]=[CH:9][CH:8]=[CH:7][C:6]=3[F:11])([NH:19][O:23][CH2:21]2)[CH2:2]1)[CH:16]=[CH2:15].